This data is from Forward reaction prediction with 1.9M reactions from USPTO patents (1976-2016). The task is: Predict the product of the given reaction. (1) The product is: [Br:1][C:2]1[N:3]([C:13]2[CH:18]=[CH:17][C:16]([OH:19])=[CH:15][CH:14]=2)[C:4]2[C:9]([C:10]=1[CH:11]=[O:30])=[CH:8][CH:7]=[CH:6][CH:5]=2. Given the reactants [Br:1][C:2]1[N:3]([C:13]2[CH:18]=[CH:17][C:16]([OH:19])=[CH:15][CH:14]=2)[C:4]2[C:9]([C:10]=1[C:11]#N)=[CH:8][CH:7]=[CH:6][CH:5]=2.[H-].C([Al+]CC(C)C)C(C)C.[OH2:30].Cl, predict the reaction product. (2) The product is: [CH2:16]([N:14]([CH3:15])[C:12]1[C:11]([C:20]([F:23])([F:21])[F:22])=[CH:10][C:9]2[NH:24][C:25](=[O:42])[CH2:26][C:27]([C:29]3[CH:34]=[CH:33][CH:32]=[C:31]([C:35]4[CH:40]=[CH:39][N:38]=[C:37]([CH3:41])[CH:36]=4)[CH:30]=3)=[N:7][C:8]=2[CH:13]=1)[CH:17]([CH3:19])[CH3:18]. Given the reactants C(OC(=O)[NH:7][C:8]1[CH:13]=[C:12]([N:14]([CH2:16][CH:17]([CH3:19])[CH3:18])[CH3:15])[C:11]([C:20]([F:23])([F:22])[F:21])=[CH:10][C:9]=1[NH:24][C:25](=[O:42])[CH2:26][C:27]([C:29]1[CH:34]=[CH:33][CH:32]=[C:31]([C:35]2[CH:40]=[CH:39][N:38]=[C:37]([CH3:41])[CH:36]=2)[CH:30]=1)=O)(C)(C)C.C(O)(C(F)(F)F)=O, predict the reaction product. (3) Given the reactants [CH2:1]([C@H:3]1[N:12]([C:13](=[O:22])[C:14]2[CH:19]=[CH:18][C:17]([O:20][CH3:21])=[CH:16][CH:15]=2)[C:11]2[C:6](=[CH:7][C:8]([F:23])=[CH:9][CH:10]=2)[NH:5][C:4]1=[O:24])[CH3:2].[C:25](=O)([O-])[O-].[K+].[K+].IC, predict the reaction product. The product is: [CH2:1]([C@H:3]1[N:12]([C:13](=[O:22])[C:14]2[CH:19]=[CH:18][C:17]([O:20][CH3:21])=[CH:16][CH:15]=2)[C:11]2[C:6](=[CH:7][C:8]([F:23])=[CH:9][CH:10]=2)[N:5]([CH3:25])[C:4]1=[O:24])[CH3:2]. (4) Given the reactants [F:1][C:2]1[CH:32]=[CH:31][C:5]2[N:6]=[C:7]([NH:9]C3C=CC(C4C=CC(C(OCCCC)=O)=C(OC)C=4)=CC=3)[S:8][C:4]=2[CH:3]=1.FC1C=CC2N=C(N[C:42]3[CH:47]=[CH:46][C:45]([C:48]4[CH:53]=[CH:52][C:51]([C:54]([O:56]C)=[O:55])=[C:50]([O:58][CH3:59])[CH:49]=4)=[CH:44][CH:43]=3)SC=2C=1.CO.[OH-].[Na+], predict the reaction product. The product is: [F:1][C:2]1[CH:32]=[CH:31][C:5]2[N:6]=[C:7]([NH:9][C:51]3([C:54]([OH:56])=[O:55])[CH:52]=[CH:53][C:48]([C:45]4[CH:44]=[CH:43][CH:42]=[CH:47][CH:46]=4)=[CH:49][CH:50]3[O:58][CH3:59])[S:8][C:4]=2[CH:3]=1. (5) Given the reactants CN(CCN(C)C)C.[F:9][C:10]1[CH:11]=[C:12]([Mg]Br)[CH:13]=[C:14]([F:16])[CH:15]=1.[O-]S(C(F)(F)F)(=O)=O.C([B+]CCCC)CCC.CN1[C@@H](C)[C@@H](C2C=CC=CC=2)N([C:49](=[O:62])/[CH:50]=[CH:51]/[CH:52]2[CH2:57][CH2:56][N:55]([S:58]([CH3:61])(=[O:60])=[O:59])[CH2:54][CH2:53]2)C1=O.[Cl-].[NH4+], predict the reaction product. The product is: [F:9][C:10]1[CH:11]=[C:12]([C@@H:51]([CH:52]2[CH2:53][CH2:54][N:55]([S:58]([CH3:61])(=[O:59])=[O:60])[CH2:56][CH2:57]2)[CH2:50][CH:49]=[O:62])[CH:13]=[C:14]([F:16])[CH:15]=1. (6) Given the reactants Br[C:2]1[CH:7]=[CH:6][CH:5]=[C:4](Cl)[C:3]=1[Cl:9].C1COCC1.C([Mg]Cl)(C)C.[CH:20]1[CH2:24][CH:23]=[CH:22][CH:21]=1, predict the reaction product. The product is: [Cl:9][C:3]1[CH:2]=[CH:7][CH:6]=[C:5]2[C:4]=1[CH:24]1[CH2:23][CH:22]2[CH:21]=[CH:20]1. (7) Given the reactants [F:1][C:2]1([F:25])[O:6][C:5]2[CH:7]=[CH:8][C:9]([N:11]3[CH:16]=[CH:15][C:14](=[O:17])[C:13]([C:18](=O)/[CH:19]=[CH:20]/N(C)C)=[N:12]3)=[CH:10][C:4]=2[O:3]1.[O:26]1[C:31]2[CH:32]=[CH:33][C:34]([NH:36][NH2:37])=[CH:35][C:30]=2[O:29][CH2:28][CH2:27]1, predict the reaction product. The product is: [F:25][C:2]1([F:1])[O:6][C:5]2[CH:7]=[CH:8][C:9]([N:11]3[CH:16]=[CH:15][C:14](=[O:17])[C:13]([C:18]4[N:36]([C:34]5[CH:33]=[CH:32][C:31]6[O:26][CH2:27][CH2:28][O:29][C:30]=6[CH:35]=5)[N:37]=[CH:20][CH:19]=4)=[N:12]3)=[CH:10][C:4]=2[O:3]1. (8) Given the reactants [CH2:1]([O:8][C:9]1[CH:14]=[CH:13][C:12]([F:15])=[CH:11][C:10]=1[C:16]1[CH2:20][C:19]([C:31]2[CH:36]=[CH:35][CH:34]=[CH:33][CH:32]=2)([CH2:21][CH2:22][CH2:23][O:24][CH:25]2[CH2:30][CH2:29][CH2:28][CH2:27][O:26]2)[N:18]([C:37](=[O:42])[C:38]([F:41])([F:40])[F:39])[N:17]=1)[C:2]1[CH:7]=[CH:6][CH:5]=[CH:4][CH:3]=1.C[Si]([N-][Si](C)(C)C)(C)C.[Na+].[CH2:53]=[O:54], predict the reaction product. The product is: [CH2:1]([O:8][C:9]1[CH:14]=[CH:13][C:12]([F:15])=[CH:11][C:10]=1[C:16]1[CH:20]([CH2:53][OH:54])[C:19]([C:31]2[CH:32]=[CH:33][CH:34]=[CH:35][CH:36]=2)([CH2:21][CH2:22][CH2:23][O:24][CH:25]2[CH2:30][CH2:29][CH2:28][CH2:27][O:26]2)[N:18]([C:37](=[O:42])[C:38]([F:40])([F:39])[F:41])[N:17]=1)[C:2]1[CH:7]=[CH:6][CH:5]=[CH:4][CH:3]=1. (9) The product is: [CH2:1]([O:8][CH2:9][CH:10]1[CH:15]([SH:16])[CH2:14][CH2:13][N:12]([S:26]([C:29]2[CH:38]=[CH:37][C:36]3[C:31](=[CH:32][CH:33]=[CH:34][CH:35]=3)[CH:30]=2)(=[O:28])=[O:27])[CH2:11]1)[C:2]1[CH:7]=[CH:6][CH:5]=[CH:4][CH:3]=1. Given the reactants [CH2:1]([O:8][CH2:9][CH:10]1[CH:15]([S:16]CC2C=CC(OC)=CC=2)[CH2:14][CH2:13][N:12]([S:26]([C:29]2[CH:38]=[CH:37][C:36]3[C:31](=[CH:32][CH:33]=[CH:34][CH:35]=3)[CH:30]=2)(=[O:28])=[O:27])[CH2:11]1)[C:2]1[CH:7]=[CH:6][CH:5]=[CH:4][CH:3]=1.C([SiH](CC)CC)C, predict the reaction product. (10) Given the reactants [F:1][C:2]1[CH:8]=[C:7]([I:9])[CH:6]=[CH:5][C:3]=1[NH2:4].[CH2:10]([CH2:14][C:15](=O)[CH3:16])[C:11]([CH3:13])=O.C(=O)([O-])O.[Na+], predict the reaction product. The product is: [F:1][C:2]1[CH:8]=[C:7]([I:9])[CH:6]=[CH:5][C:3]=1[N:4]1[C:15]([CH3:16])=[CH:14][CH:10]=[C:11]1[CH3:13].